From a dataset of NCI-60 drug combinations with 297,098 pairs across 59 cell lines. Regression. Given two drug SMILES strings and cell line genomic features, predict the synergy score measuring deviation from expected non-interaction effect. Drug 1: CC1CCC2CC(C(=CC=CC=CC(CC(C(=O)C(C(C(=CC(C(=O)CC(OC(=O)C3CCCCN3C(=O)C(=O)C1(O2)O)C(C)CC4CCC(C(C4)OC)OCCO)C)C)O)OC)C)C)C)OC. Drug 2: COCCOC1=C(C=C2C(=C1)C(=NC=N2)NC3=CC=CC(=C3)C#C)OCCOC.Cl. Cell line: HCC-2998. Synergy scores: CSS=15.9, Synergy_ZIP=-8.19, Synergy_Bliss=-1.05, Synergy_Loewe=-7.24, Synergy_HSA=2.23.